This data is from Full USPTO retrosynthesis dataset with 1.9M reactions from patents (1976-2016). The task is: Predict the reactants needed to synthesize the given product. (1) Given the product [N:1]([CH2:4][C@@H:5]1[O:15][C:9]2=[N:10][CH:11]=[CH:12][CH:13]=[C:8]2[O:7][CH2:6]1)=[N+:2]=[N-:3], predict the reactants needed to synthesize it. The reactants are: [N:1]([CH2:4][C@H:5]([OH:15])[CH2:6][O:7][C:8]1[C:9](Cl)=[N:10][CH:11]=[CH:12][CH:13]=1)=[N+:2]=[N-:3].[H-].[Na+]. (2) The reactants are: [CH:1]1([CH2:7][CH2:8][C:9]([C:11]2[CH:16]=[C:15]([O:17][CH3:18])[C:14]([CH3:19])=[CH:13][C:12]=2[O:20][CH3:21])=[O:10])[CH2:6][CH2:5][CH2:4][CH2:3][CH2:2]1.C1(CC2C(C3C=C(OC)C(C)=CC=3OC)=NC(N)=NC=2)CCCCC1.C(O[CH:52](N(C)C)[N:53]([CH3:55])[CH3:54])(C)(C)C. Given the product [CH:1]1([CH2:7][C:8](=[CH:52][N:53]([CH3:55])[CH3:54])[C:9]([C:11]2[CH:16]=[C:15]([O:17][CH3:18])[C:14]([CH3:19])=[CH:13][C:12]=2[O:20][CH3:21])=[O:10])[CH2:6][CH2:5][CH2:4][CH2:3][CH2:2]1, predict the reactants needed to synthesize it. (3) Given the product [F:33][C:2]([F:1])([F:32])[C:3]1[CH:4]=[C:5]([CH:25]=[C:26]([C:28]([F:31])([F:30])[F:29])[CH:27]=1)[C:6]([N:8]1[CH2:9][CH2:10][C:11]2([N:15]([C:16]3[CH:17]=[CH:18][CH:19]=[CH:20][CH:21]=3)[CH2:14][N:13]([CH2:5][C:6]([N:8]([CH3:24])[CH3:9])=[O:7])[C:12]2=[O:22])[CH2:23][CH2:24]1)=[O:7], predict the reactants needed to synthesize it. The reactants are: [F:1][C:2]([F:33])([F:32])[C:3]1[CH:4]=[C:5]([CH:25]=[C:26]([C:28]([F:31])([F:30])[F:29])[CH:27]=1)[C:6]([N:8]1[CH2:24][CH2:23][C:11]2([N:15]([C:16]3[CH:21]=[CH:20][CH:19]=[CH:18][CH:17]=3)[CH2:14][NH:13][C:12]2=[O:22])[CH2:10][CH2:9]1)=[O:7]. (4) Given the product [NH2:1][C:2]1[C:7](=[O:8])[N:6]([CH2:9][CH3:10])[N:5]=[C:4]([C:11]([O:13][CH2:15][C:16]([O:18][CH2:19][C:20]2[CH:25]=[CH:24][CH:23]=[CH:22][CH:21]=2)=[O:17])=[O:12])[CH:3]=1, predict the reactants needed to synthesize it. The reactants are: [NH2:1][C:2]1[C:7](=[O:8])[N:6]([CH2:9][CH3:10])[N:5]=[C:4]([C:11]([OH:13])=[O:12])[CH:3]=1.Br[CH2:15][C:16]([O:18][CH2:19][C:20]1[CH:25]=[CH:24][CH:23]=[CH:22][CH:21]=1)=[O:17].C(=O)([O-])[O-].[K+].[K+]. (5) Given the product [Cl:1][C:2]1[C:7]([NH:8][CH3:9])=[CH:6][CH:5]=[CH:4][N:3]=1, predict the reactants needed to synthesize it. The reactants are: [Cl:1][C:2]1[C:7]([NH2:8])=[CH:6][CH:5]=[CH:4][N:3]=1.[CH:9](NC(C)C)(C)C.[Li].IC.[NH4+].[Cl-]. (6) Given the product [C:1]([O:5][C:6]([N:8]1[CH2:16][C:15]2[C:10](=[CH:11][C:12]([N:18]3[CH2:23][CH2:22][O:21][CH2:20][CH2:19]3)=[C:13]([CH:29]3[CH2:31][CH2:30]3)[CH:14]=2)[CH2:9]1)=[O:7])([CH3:4])([CH3:3])[CH3:2], predict the reactants needed to synthesize it. The reactants are: [C:1]([O:5][C:6]([N:8]1[CH2:16][C:15]2[C:10](=[CH:11][C:12]([N:18]3[CH2:23][CH2:22][O:21][CH2:20][CH2:19]3)=[C:13](Cl)[CH:14]=2)[CH2:9]1)=[O:7])([CH3:4])([CH3:3])[CH3:2].C([Sn](CCCC)(CCCC)[CH:29]1[CH2:31][CH2:30]1)CCC. (7) Given the product [Cl:1][C:2]1[N:6]([CH2:17][CH:18]([CH3:20])[CH3:19])[C:5]2[CH:7]=[CH:8][CH:9]=[CH:10][C:4]=2[N:3]=1, predict the reactants needed to synthesize it. The reactants are: [Cl:1][C:2]1[NH:3][C:4]2[CH:10]=[CH:9][CH:8]=[CH:7][C:5]=2[N:6]=1.C([O-])([O-])=O.[K+].[K+].[CH2:17](I)[CH:18]([CH3:20])[CH3:19].